Dataset: Reaction yield outcomes from USPTO patents with 853,638 reactions. Task: Predict the reaction yield, written as a fraction of the theoretical maximum amount of product (1.0 means a 100% yield; for example, 0.34 means a 34% yield). (1) The reactants are [N+:1]([C:4]1[CH:10]=[CH:9][C:7]([NH2:8])=[CH:6][CH:5]=1)([O-:3])=[O:2].[Br:11]Br. The catalyst is CC(O)=O. The product is [Br:11][C:9]1[CH:10]=[C:4]([N+:1]([O-:3])=[O:2])[CH:5]=[CH:6][C:7]=1[NH2:8]. The yield is 0.720. (2) The reactants are [Br:1][C:2]1[CH:3]=[C:4]([C:10]([C:12]2[C:16]3[CH:17]=[CH:18][CH:19]=[CH:20][C:15]=3[O:14][C:13]=2[CH2:21][CH3:22])=[O:11])[CH:5]=[C:6]([Br:9])[C:7]=1[OH:8].[C:23](=O)([O-])[O-].[K+].[K+].IC. The catalyst is C1COCC1.O. The product is [Br:1][C:2]1[CH:3]=[C:4]([C:10]([C:12]2[C:16]3[CH:17]=[CH:18][CH:19]=[CH:20][C:15]=3[O:14][C:13]=2[CH2:21][CH3:22])=[O:11])[CH:5]=[C:6]([Br:9])[C:7]=1[O:8][CH3:23]. The yield is 0.220.